From a dataset of Full USPTO retrosynthesis dataset with 1.9M reactions from patents (1976-2016). Predict the reactants needed to synthesize the given product. Given the product [Cl:1][C:2]1[CH:10]=[C:9]2[C:5]([C:6]([C:11]([OH:28])=[O:12])=[CH:7][NH:8]2)=[CH:4][C:3]=1[C:13]1[CH:14]=[N:15][C:16]([N:19]([CH3:21])[CH3:20])=[N:17][CH:18]=1, predict the reactants needed to synthesize it. The reactants are: [Cl:1][C:2]1[CH:10]=[C:9]2[C:5]([C:6]([CH:11]=[O:12])=[CH:7][NH:8]2)=[CH:4][C:3]=1[C:13]1[CH:14]=[N:15][C:16]([N:19]([CH3:21])[CH3:20])=[N:17][CH:18]=1.CC(=CC)C.Cl([O-])=[O:28].[Na+].O.O.OP([O-])(O)=O.[Na+].